From a dataset of Full USPTO retrosynthesis dataset with 1.9M reactions from patents (1976-2016). Predict the reactants needed to synthesize the given product. The reactants are: [O:1]=[S:2]1(=[O:20])[CH2:6][CH2:5][CH2:4][N:3]1[CH2:7][C:8]12[CH2:16][CH:12]3[CH2:13][CH:14]([CH2:15]1)[C:10](C(O)=O)([CH2:11]3)[CH2:9]2.OS(O)(=O)=O.[N-:26]=[N+]=[N-].[Na+]. Given the product [O:1]=[S:2]1(=[O:20])[CH2:6][CH2:5][CH2:4][N:3]1[CH2:7][C:8]12[CH2:16][CH:12]3[CH2:13][CH:14]([CH2:15]1)[C:10]([NH2:26])([CH2:11]3)[CH2:9]2, predict the reactants needed to synthesize it.